From a dataset of Full USPTO retrosynthesis dataset with 1.9M reactions from patents (1976-2016). Predict the reactants needed to synthesize the given product. (1) Given the product [Cl:1][C:2]1[N:3]=[CH:4][C:5]2[N:11]([CH3:22])[C:10](=[O:12])[CH:9]([CH3:13])[CH2:8][N:7]([CH:14]3[CH2:19][CH2:18][O:17][CH2:16][CH2:15]3)[C:6]=2[N:20]=1, predict the reactants needed to synthesize it. The reactants are: [Cl:1][C:2]1[N:3]=[CH:4][C:5]2[NH:11][C:10](=[O:12])[CH:9]([CH3:13])[CH2:8][N:7]([CH:14]3[CH2:19][CH2:18][O:17][CH2:16][CH2:15]3)[C:6]=2[N:20]=1.I[CH3:22].[H-].[Na+]. (2) Given the product [C:6]([C:5]1[CH:4]=[C:3]2[C:2](=[CH:9][CH:8]=1)[NH:1][C:12]([C:13]([OH:15])=[O:14])=[CH:16]2)#[N:7], predict the reactants needed to synthesize it. The reactants are: [NH2:1][C:2]1[CH:9]=[CH:8][C:5]([C:6]#[N:7])=[CH:4][C:3]=1I.O=[C:12]([CH3:16])[C:13]([OH:15])=[O:14].C1N2CCN(CC2)C1.